This data is from Forward reaction prediction with 1.9M reactions from USPTO patents (1976-2016). The task is: Predict the product of the given reaction. Given the reactants [C:1]([CH2:3][CH2:4][N:5]1[CH2:13][C@H:12]([OH:14])[CH2:11][C@H:6]1[C:7]([O:9]C)=O)#[N:2].N1C=CN=C1.[CH2:20]([Si:22](Cl)([CH2:25][CH3:26])[CH2:23][CH3:24])[CH3:21], predict the reaction product. The product is: [CH2:20]([Si:22]([CH2:25][CH3:26])([CH2:23][CH3:24])[O:14][C@H:12]1[CH2:13][N:5]2[CH2:4][CH2:3][CH2:1][NH:2][C:7](=[O:9])[C@@H:6]2[CH2:11]1)[CH3:21].